Dataset: Full USPTO retrosynthesis dataset with 1.9M reactions from patents (1976-2016). Task: Predict the reactants needed to synthesize the given product. (1) Given the product [Cl:1][C:2]1[C:7]2=[N:8][CH:9]=[C:10]([O:12][CH2:13][C:14]3[N:15]=[CH:16][S:31][CH:18]=3)[N:11]=[C:6]2[CH:5]=[CH:4][N:3]=1, predict the reactants needed to synthesize it. The reactants are: [Cl:1][C:2]1[C:7]2=[N:8][CH:9]=[C:10]([O:12][CH2:13][C:14]3[N:15]=[CH:16]O[CH:18]=3)[N:11]=[C:6]2[CH:5]=[CH:4][N:3]=1.ClC1N=C2C=CN=C(Cl)C2=NC=1.[S:31]1C=C(CO)N=C1. (2) Given the product [F:16][C:17]1[CH:18]=[C:19]([CH:25]2[CH2:15][CH:26]2[C:27]([O:29][CH2:30][CH3:31])=[O:28])[CH:20]=[C:21]([F:24])[C:22]=1[OH:23], predict the reactants needed to synthesize it. The reactants are: CN(N=O)C(=N)N[N+]([O-])=O.[OH-].[K+].[N+](=[CH2:15])=[N-].[F:16][C:17]1[CH:18]=[C:19](/[CH:25]=[CH:26]/[C:27]([O:29][CH2:30][CH3:31])=[O:28])[CH:20]=[C:21]([F:24])[C:22]=1[OH:23]. (3) Given the product [CH3:1][C:2]1[CH:3]=[C:4]([CH:7]=[C:8]([CH3:10])[CH:9]=1)[CH2:5][NH:21][C@@H:11]1[C:20]2[C:15](=[CH:16][CH:17]=[CH:18][CH:19]=2)[CH2:14][CH2:13][CH2:12]1, predict the reactants needed to synthesize it. The reactants are: [CH3:1][C:2]1[CH:3]=[C:4]([CH:7]=[C:8]([CH3:10])[CH:9]=1)[CH:5]=O.[C@@H:11]1([NH2:21])[C:20]2[C:15](=[CH:16][CH:17]=[CH:18][CH:19]=2)[CH2:14][CH2:13][CH2:12]1. (4) Given the product [CH3:18][O:17][N:16]([CH3:15])[C:9](=[O:10])[C:8]1[C:3]([C:2]([F:13])([F:12])[F:1])=[CH:4][CH:5]=[N:6][CH:7]=1, predict the reactants needed to synthesize it. The reactants are: [F:1][C:2]([F:13])([F:12])[C:3]1[C:8]([C:9](O)=[O:10])=[CH:7][N:6]=[CH:5][CH:4]=1.Cl.[CH3:15][NH:16][O:17][CH3:18].C(N(C(C)C)C(C)C)C.CN(C(ON1N=NC2C=CC=NC1=2)=[N+](C)C)C.F[P-](F)(F)(F)(F)F. (5) The reactants are: C[O:2][C:3]1[CH:10]=[C:9]([O:11]C)[C:8]([N+:13]([O-:15])=[O:14])=[CH:7][C:4]=1[CH:5]=[O:6].C[S-].[Na+]. Given the product [OH:2][C:3]1[CH:10]=[C:9]([OH:11])[C:8]([N+:13]([O-:15])=[O:14])=[CH:7][C:4]=1[CH:5]=[O:6], predict the reactants needed to synthesize it. (6) Given the product [C:1]([NH:4][C@@H:5]1[CH2:9][C@H:8]([C:10]([OH:12])=[O:11])[C@H:7]([CH2:15][CH3:16])[CH2:6]1)(=[O:3])[CH3:2], predict the reactants needed to synthesize it. The reactants are: [C:1]([NH:4][C@@H:5]1[CH2:9][C@H:8]([C:10]([O:12]CC)=[O:11])[C@H:7]([CH2:15][CH3:16])[CH2:6]1)(=[O:3])[CH3:2].[OH-].[Na+]. (7) Given the product [N:1]1[CH:6]=[CH:5][C:4]([NH:7][C:15](=[O:16])[O:17][CH2:18][C:19]([Cl:22])([Cl:21])[Cl:20])=[CH:3][N:2]=1, predict the reactants needed to synthesize it. The reactants are: [N:1]1[CH:6]=[CH:5][C:4]([NH2:7])=[CH:3][N:2]=1.N1C=CC=CC=1.Cl[C:15]([O:17][CH2:18][C:19]([Cl:22])([Cl:21])[Cl:20])=[O:16]. (8) Given the product [Cl:12][C:13]1[N:18]=[C:17]([N:4]([CH:1]([CH3:3])[CH3:2])[S:5]([CH2:8][CH:9]([CH3:11])[CH3:10])(=[O:7])=[O:6])[CH:16]=[CH:15][N:14]=1, predict the reactants needed to synthesize it. The reactants are: [CH:1]([NH:4][S:5]([CH2:8][CH:9]([CH3:11])[CH3:10])(=[O:7])=[O:6])([CH3:3])[CH3:2].[Cl:12][C:13]1[N:18]=[C:17](Cl)[CH:16]=[CH:15][N:14]=1.C(=O)([O-])[O-].[Cs+].[Cs+].O. (9) Given the product [CH2:1]([O:3][C:4](=[O:28])[CH2:5][C:6]1[CH:11]=[CH:10][C:9]([O:12][CH3:13])=[C:8]([O:14][C:15]2[CH:20]=[CH:19][C:18]([NH:21][C:29](=[O:33])[CH:30]([CH3:32])[CH3:31])=[CH:17][C:16]=2[CH2:22][S:23][C:24]([CH3:27])([CH3:26])[CH3:25])[CH:7]=1)[CH3:2], predict the reactants needed to synthesize it. The reactants are: [CH2:1]([O:3][C:4](=[O:28])[CH2:5][C:6]1[CH:11]=[CH:10][C:9]([O:12][CH3:13])=[C:8]([O:14][C:15]2[CH:20]=[CH:19][C:18]([NH2:21])=[CH:17][C:16]=2[CH2:22][S:23][C:24]([CH3:27])([CH3:26])[CH3:25])[CH:7]=1)[CH3:2].[C:29](Cl)(=[O:33])[CH:30]([CH3:32])[CH3:31].